From a dataset of Reaction yield outcomes from USPTO patents with 853,638 reactions. Predict the reaction yield, written as a fraction of the theoretical maximum amount of product (1.0 means a 100% yield; for example, 0.34 means a 34% yield). (1) The reactants are [CH3:1][Si:2]([C:5]#[CH:6])([CH3:4])[CH3:3].[NH2:7][C:8]1[N:9]=[C:10]([CH3:22])[C:11]2[CH:17]=[C:16](Br)[C:15](=[O:19])[N:14]([CH2:20][CH3:21])[C:12]=2[N:13]=1.C([O-])(O)=O.[Na+]. The catalyst is C(N(CC)CC)C.[Cu]I.Cl[Pd](Cl)([P](C1C=CC=CC=1)(C1C=CC=CC=1)C1C=CC=CC=1)[P](C1C=CC=CC=1)(C1C=CC=CC=1)C1C=CC=CC=1. The product is [NH2:7][C:8]1[N:9]=[C:10]([CH3:22])[C:11]2[CH:17]=[C:16]([C:6]#[C:5][Si:2]([CH3:4])([CH3:3])[CH3:1])[C:15](=[O:19])[N:14]([CH2:20][CH3:21])[C:12]=2[N:13]=1. The yield is 0.650. (2) The reactants are [CH2:1]([N:3]([CH2:37][CH3:38])[CH2:4][CH2:5][CH2:6][NH:7][C:8]1[N:9]=[C:10]([C:27]2[CH:28]=[C:29]([CH:33]=[CH:34][C:35]=2[CH3:36])[C:30](O)=O)[C:11]2[CH:17]=[CH:16][C:15](=[O:18])[N:14]([C:19]3[C:24]([F:25])=[CH:23][CH:22]=[CH:21][C:20]=3[F:26])[C:12]=2[N:13]=1)[CH3:2].CN(C([O:46]N1N=NC2C=CC=CC1=2)=[N+](C)C)C.F[P-](F)(F)(F)(F)F.[CH3:63][NH:64][CH3:65]. The catalyst is ClCCl.C1COCC1. The product is [CH2:37]([N:3]([CH2:1][CH3:2])[CH2:4][CH2:5][CH2:6][NH:7][C:8]1[N:9]=[C:10]([C:27]2[CH:28]=[C:29]([CH3:30])[CH:33]=[CH:34][C:35]=2[C:36]([N:64]([CH3:65])[CH3:63])=[O:46])[C:11]2[CH:17]=[CH:16][C:15](=[O:18])[N:14]([C:19]3[C:20]([F:26])=[CH:21][CH:22]=[CH:23][C:24]=3[F:25])[C:12]=2[N:13]=1)[CH3:38]. The yield is 0.990.